From a dataset of Forward reaction prediction with 1.9M reactions from USPTO patents (1976-2016). Predict the product of the given reaction. (1) Given the reactants [Cl:1][C:2]1[CH:3]=[C:4]([NH:12][C:13](=[O:19])[O:14][C:15]([CH3:18])([CH3:17])[CH3:16])[C:5]2[N:6]([C:8]([CH3:11])=[N:9][N:10]=2)[N:7]=1.[CH3:20][O:21][C:22]1[CH:29]=[CH:28][C:25]([CH2:26]Cl)=[CH:24][CH:23]=1, predict the reaction product. The product is: [Cl:1][C:2]1[CH:3]=[C:4]([N:12]([CH2:26][C:25]2[CH:28]=[CH:29][C:22]([O:21][CH3:20])=[CH:23][CH:24]=2)[C:13](=[O:19])[O:14][C:15]([CH3:16])([CH3:18])[CH3:17])[C:5]2[N:6]([C:8]([CH3:11])=[N:9][N:10]=2)[N:7]=1. (2) Given the reactants Br[C:2]1[CH:10]=[CH:9][C:8]([Cl:11])=[CH:7][C:3]=1[C:4]([OH:6])=[O:5].[Li]CCCC.N#N.[CH3:19][C:20]([S@@:23]([N:25]=[CH:26][CH:27]([CH3:29])[CH3:28])=[O:24])([CH3:22])[CH3:21], predict the reaction product. The product is: [C:20]([S@@:23]([NH:25][C@H:26]([C:2]1[CH:10]=[CH:9][C:8]([Cl:11])=[CH:7][C:3]=1[C:4]([OH:6])=[O:5])[CH:27]([CH3:29])[CH3:28])=[O:24])([CH3:22])([CH3:21])[CH3:19]. (3) Given the reactants Br[C:2]1[CH:3]=[CH:4][C:5]([OH:8])=[N:6][CH:7]=1.[CH3:9][N:10]1[C:18]2[C:13](=[CH:14][C:15](B(O)O)=[CH:16][CH:17]=2)[CH:12]=[N:11]1.C(=O)([O-])[O-].[Na+].[Na+], predict the reaction product. The product is: [CH3:9][N:10]1[C:18]2[C:13](=[CH:14][C:15]([C:2]3[CH:3]=[CH:4][C:5](=[O:8])[NH:6][CH:7]=3)=[CH:16][CH:17]=2)[CH:12]=[N:11]1.